Predict the reactants needed to synthesize the given product. From a dataset of Full USPTO retrosynthesis dataset with 1.9M reactions from patents (1976-2016). Given the product [CH3:7][N:8]1[C:16]2[CH:15]=[CH:14][N:13]=[CH:12][C:11]=2[CH:10]=[C:9]1[Si:17]([CH2:22][CH3:23])([CH2:20][CH3:21])[CH2:18][CH3:19], predict the reactants needed to synthesize it. The reactants are: CC([O-])(C)C.[K+].[CH3:7][N:8]1[C:16]2[C:11](=[CH:12][N:13]=[CH:14][CH:15]=2)[CH:10]=[CH:9]1.[SiH:17]([CH2:22][CH3:23])([CH2:20][CH3:21])[CH2:18][CH3:19].